From a dataset of NCI-60 drug combinations with 297,098 pairs across 59 cell lines. Regression. Given two drug SMILES strings and cell line genomic features, predict the synergy score measuring deviation from expected non-interaction effect. (1) Drug 1: CC1=CC2C(CCC3(C2CCC3(C(=O)C)OC(=O)C)C)C4(C1=CC(=O)CC4)C. Drug 2: C1=C(C(=O)NC(=O)N1)N(CCCl)CCCl. Cell line: CAKI-1. Synergy scores: CSS=44.3, Synergy_ZIP=-0.574, Synergy_Bliss=-5.24, Synergy_Loewe=-21.4, Synergy_HSA=-8.14. (2) Drug 1: CCCS(=O)(=O)NC1=C(C(=C(C=C1)F)C(=O)C2=CNC3=C2C=C(C=N3)C4=CC=C(C=C4)Cl)F. Drug 2: CC12CCC(CC1=CCC3C2CCC4(C3CC=C4C5=CN=CC=C5)C)O. Cell line: SK-MEL-28. Synergy scores: CSS=48.0, Synergy_ZIP=9.71, Synergy_Bliss=11.8, Synergy_Loewe=-0.348, Synergy_HSA=10.5. (3) Drug 1: C1CCN(CC1)CCOC2=CC=C(C=C2)C(=O)C3=C(SC4=C3C=CC(=C4)O)C5=CC=C(C=C5)O. Drug 2: COC1=CC(=CC(=C1O)OC)C2C3C(COC3=O)C(C4=CC5=C(C=C24)OCO5)OC6C(C(C7C(O6)COC(O7)C8=CC=CS8)O)O. Cell line: NCI-H226. Synergy scores: CSS=13.2, Synergy_ZIP=-2.42, Synergy_Bliss=0.0331, Synergy_Loewe=-9.26, Synergy_HSA=-3.25.